This data is from Reaction yield outcomes from USPTO patents with 853,638 reactions. The task is: Predict the reaction yield, written as a fraction of the theoretical maximum amount of product (1.0 means a 100% yield; for example, 0.34 means a 34% yield). (1) The reactants are C([O:5][C:6](=[O:33])[CH2:7][CH2:8][C:9]1[CH:14]=[CH:13][C:12]([O:15][CH2:16][CH2:17][C:18]2[N:19]=[C:20]([C:24]3[CH:29]=[CH:28][CH:27]=[CH:26][CH:25]=3)[O:21][C:22]=2[CH3:23])=[CH:11][C:10]=1[CH2:30][O:31][CH3:32])(C)(C)C.FC(F)(F)C(O)=O. The catalyst is C(Cl)Cl. The product is [CH3:32][O:31][CH2:30][C:10]1[CH:11]=[C:12]([O:15][CH2:16][CH2:17][C:18]2[N:19]=[C:20]([C:24]3[CH:29]=[CH:28][CH:27]=[CH:26][CH:25]=3)[O:21][C:22]=2[CH3:23])[CH:13]=[CH:14][C:9]=1[CH2:8][CH2:7][C:6]([OH:33])=[O:5]. The yield is 0.890. (2) The reactants are [N+:1]([C:4]1[CH:5]=[C:6]2[C:10](=[CH:11][CH:12]=1)[NH:9][C:8](=[O:13])[C:7]2=[C:14]1[CH2:18][CH2:17][N:16]([C:19]([O:21][C:22]([CH3:25])([CH3:24])[CH3:23])=[O:20])[CH2:15]1)([O-])=O. The catalyst is N.CO.[Pd]. The product is [NH2:1][C:4]1[CH:5]=[C:6]2[C:10](=[CH:11][CH:12]=1)[NH:9][C:8](=[O:13])[CH:7]2[CH:14]1[CH2:18][CH2:17][N:16]([C:19]([O:21][C:22]([CH3:25])([CH3:24])[CH3:23])=[O:20])[CH2:15]1. The yield is 0.910.